Dataset: NCI-60 drug combinations with 297,098 pairs across 59 cell lines. Task: Regression. Given two drug SMILES strings and cell line genomic features, predict the synergy score measuring deviation from expected non-interaction effect. (1) Drug 1: CN(CCCl)CCCl.Cl. Drug 2: B(C(CC(C)C)NC(=O)C(CC1=CC=CC=C1)NC(=O)C2=NC=CN=C2)(O)O. Cell line: HL-60(TB). Synergy scores: CSS=55.1, Synergy_ZIP=-0.285, Synergy_Bliss=1.38, Synergy_Loewe=-6.05, Synergy_HSA=1.07. (2) Drug 1: CCCS(=O)(=O)NC1=C(C(=C(C=C1)F)C(=O)C2=CNC3=C2C=C(C=N3)C4=CC=C(C=C4)Cl)F. Drug 2: C(=O)(N)NO. Cell line: UACC62. Synergy scores: CSS=50.4, Synergy_ZIP=7.89, Synergy_Bliss=5.87, Synergy_Loewe=5.30, Synergy_HSA=7.96. (3) Drug 1: C1CC(=O)NC(=O)C1N2CC3=C(C2=O)C=CC=C3N. Drug 2: CC1=C(C(=CC=C1)Cl)NC(=O)C2=CN=C(S2)NC3=CC(=NC(=N3)C)N4CCN(CC4)CCO. Cell line: TK-10. Synergy scores: CSS=31.1, Synergy_ZIP=0.435, Synergy_Bliss=3.41, Synergy_Loewe=-21.4, Synergy_HSA=3.56.